Dataset: Reaction yield outcomes from USPTO patents with 853,638 reactions. Task: Predict the reaction yield, written as a fraction of the theoretical maximum amount of product (1.0 means a 100% yield; for example, 0.34 means a 34% yield). (1) The reactants are [NH:1]1[CH2:8][CH2:7][CH2:6][C@H:2]1[C:3]([NH2:5])=[O:4].C(N(CC)CC)C.[C:16]1([CH2:22][S:23](Cl)(=[O:25])=[O:24])[CH:21]=[CH:20][CH:19]=[CH:18][CH:17]=1. The catalyst is C(Cl)Cl.O. The product is [C:16]1([CH2:22][S:23]([N:1]2[CH2:8][CH2:7][CH2:6][C@H:2]2[C:3]([NH2:5])=[O:4])(=[O:25])=[O:24])[CH:21]=[CH:20][CH:19]=[CH:18][CH:17]=1. The yield is 0.557. (2) The reactants are C(OC([N:8]1[CH2:12][CH2:11][CH:10]([CH2:13][N:14]2[C:23]3[C:18](=[CH:19][C:20]([I:24])=[CH:21][CH:22]=3)[C:17](=[O:25])[C:16]([C:26]([O:28][CH2:29][CH3:30])=[O:27])=[CH:15]2)[CH2:9]1)=O)(C)(C)C.[ClH:31]. The catalyst is O1CCOCC1. The product is [ClH:31].[I:24][C:20]1[CH:19]=[C:18]2[C:23](=[CH:22][CH:21]=1)[N:14]([CH:13]1[CH2:10][CH2:11][CH2:12][NH:8][CH2:9]1)[CH:15]=[C:16]([C:26]([O:28][CH2:29][CH3:30])=[O:27])[C:17]2=[O:25]. The yield is 1.00.